From a dataset of HIV replication inhibition screening data with 41,000+ compounds from the AIDS Antiviral Screen. Binary Classification. Given a drug SMILES string, predict its activity (active/inactive) in a high-throughput screening assay against a specified biological target. (1) The compound is O=C(O)c1cc([N+](=O)[O-])cc2c(=O)c3cnccc3[nH]c12. The result is 0 (inactive). (2) The drug is Cc1ncc([N+](=O)[O-])n1CCNS(=O)(=O)CCCn1ccnc1[N+](=O)[O-]. The result is 0 (inactive). (3) The compound is Oc1nc(O)c2c(n1)[nH]c1ccc(Br)cc12. The result is 0 (inactive). (4) The drug is CC(C)C1OC(N)=C(C#N)C1(C#N)C#N. The result is 0 (inactive). (5) The compound is Cc1ccc(N=Nc2cc(C)c(N)c(N=Nc3ccc(N=Nc4cc(C(=O)O)c(O)c(S(=O)(=O)O)c4)c(C)c3)c2N)cc1. The result is 1 (active). (6) The compound is c1ccc(CSCCC(SCc2ccccc2)SCc2ccccc2)cc1. The result is 0 (inactive). (7) The drug is N#CC(=N)c1ncn(CCO)c1NC(=O)C(F)(F)F. The result is 0 (inactive).